Predict the reactants needed to synthesize the given product. From a dataset of Full USPTO retrosynthesis dataset with 1.9M reactions from patents (1976-2016). (1) Given the product [OH:22][C:21]1[C:16]([NH:15][S:9]([C:5]2[CH:6]=[CH:7][CH:8]=[C:3]([C:2]([F:14])([F:13])[F:1])[CH:4]=2)(=[O:11])=[O:10])=[N:17][CH:18]=[CH:19][CH:20]=1, predict the reactants needed to synthesize it. The reactants are: [F:1][C:2]([F:14])([F:13])[C:3]1[CH:4]=[C:5]([S:9](Cl)(=[O:11])=[O:10])[CH:6]=[CH:7][CH:8]=1.[NH2:15][C:16]1[C:21]([O:22]CC2C=CC=CC=2)=[CH:20][CH:19]=[CH:18][N:17]=1. (2) Given the product [Cl:21][C:22]1[CH:23]=[C:24]([NH:30][C:31](=[O:32])[CH2:33][CH:34]([CH3:39])[CH2:35][C:36]([NH:1][C:2]2[CH:3]=[C:4]3[C:9](=[CH:10][CH:11]=2)[N:8]([CH2:12][CH3:13])[C:7](=[O:14])[N:6]([CH2:15][CH:16]2[CH2:17][O:18][CH2:19]2)[C:5]3=[O:20])=[O:37])[CH:25]=[CH:26][C:27]=1[C:28]#[N:29], predict the reactants needed to synthesize it. The reactants are: [NH2:1][C:2]1[CH:3]=[C:4]2[C:9](=[CH:10][CH:11]=1)[N:8]([CH2:12][CH3:13])[C:7](=[O:14])[N:6]([CH2:15][CH:16]1[CH2:19][O:18][CH2:17]1)[C:5]2=[O:20].[Cl:21][C:22]1[CH:23]=[C:24]([NH:30][C:31]([CH2:33][CH:34]([CH3:39])[CH2:35][C:36](O)=[O:37])=[O:32])[CH:25]=[CH:26][C:27]=1[C:28]#[N:29].CCN(C(C)C)C(C)C.C(P1(=O)OP(CCC)(=O)OP(CCC)(=O)O1)CC. (3) Given the product [CH3:5][C:2]([C:6]1[NH:7][N:8]=[C:9]([C:11]2[CH:16]=[CH:15][CH:14]=[CH:13][CH:12]=2)[CH:10]=1)([CH3:1])[CH2:3][NH:4][C:27](=[O:28])[C:26]1[CH:30]=[CH:31][CH:32]=[C:24]([C:21]2[N:20]=[C:19]([C:18]([F:34])([F:33])[F:17])[O:23][N:22]=2)[CH:25]=1, predict the reactants needed to synthesize it. The reactants are: [CH3:1][C:2]([C:6]1[CH:10]=[C:9]([C:11]2[CH:16]=[CH:15][CH:14]=[CH:13][CH:12]=2)[NH:8][N:7]=1)([CH3:5])[CH2:3][NH2:4].[F:17][C:18]([F:34])([F:33])[C:19]1[O:23][N:22]=[C:21]([C:24]2[CH:25]=[C:26]([CH:30]=[CH:31][CH:32]=2)[C:27](O)=[O:28])[N:20]=1. (4) Given the product [CH2:24]([O:23][C:21]([NH:20][C:17]([CH3:18])([CH3:19])[CH2:16][S:15]([O:39][CH2:38][CH3:37])=[O:42])=[O:22])[C:25]1[CH:26]=[CH:27][CH:28]=[CH:29][CH:30]=1, predict the reactants needed to synthesize it. The reactants are: [CH2:24]([O:23][C:21]([NH:20][C:17]([CH3:19])([CH3:18])[CH2:16][S:15][S:15][CH2:16][C:17]([NH:20][C:21]([O:23][CH2:24][C:25]1[CH:30]=[CH:29][CH:28]=[CH:27][CH:26]=1)=[O:22])([CH3:19])[CH3:18])=[O:22])[C:25]1[CH:30]=[CH:29][CH:28]=[CH:27][CH:26]=1.BrN1[C:38](=[O:39])[CH2:37]CC1=O.C(=O)([O-])[OH:42].[Na+]. (5) The reactants are: [C:1]1([NH2:8])[CH:6]=[CH:5]C=C(N)C=1.[CH:21]1C(CC2C=C[C:19]([NH2:22])=[CH:20][CH:21]=2)=CC=[C:19]([NH2:22])[CH:20]=1.NC1C2C(=C(N)C=CC=2)C=CC=1.NC1C=C(N)C=C(N)C=1.NC1C=C(N)C=C(N)C=1C.NC1C2C(=CC(N)=CC=2)C=C(N)C=1.NC1N(N)C(N)=NN=1.NC1C2[C:89](=[O:91])[C:88]3[C:83](=C(N)C=CC=3N)[C:82](=[O:94])C=2C(N)=CC=1. Given the product [NH2:22][CH2:19][CH2:20][CH2:21][O:91][CH2:89][CH2:88][CH2:83][CH2:82][O:94][CH2:5][CH2:6][CH2:1][NH2:8], predict the reactants needed to synthesize it. (6) Given the product [CH2:45]([O:47][C:48](=[O:70])[C@@H:49]([NH:69][C:4]([C:3]1[CH:7]=[C:8]([O:11][CH3:12])[CH:9]=[CH:10][C:2]=1[Br:1])=[O:6])[CH2:50][C:51]1[CH:56]=[CH:55][C:54]([C:57]2[C:58]([O:67][CH3:68])=[CH:59][C:60]([C:65]#[N:66])=[CH:61][C:62]=2[O:63][CH3:64])=[CH:53][CH:52]=1)[CH3:46], predict the reactants needed to synthesize it. The reactants are: [Br:1][C:2]1[CH:10]=[CH:9][C:8]([O:11][CH3:12])=[CH:7][C:3]=1[C:4]([OH:6])=O.F[P-](F)(F)(F)(F)F.N1(OC(N(C)C)=[N+](C)C)C2N=CC=CC=2N=N1.C(N(CC)CC)C.Cl.[CH2:45]([O:47][C:48](=[O:70])[C@@H:49]([NH2:69])[CH2:50][C:51]1[CH:56]=[CH:55][C:54]([C:57]2[C:62]([O:63][CH3:64])=[CH:61][C:60]([C:65]#[N:66])=[CH:59][C:58]=2[O:67][CH3:68])=[CH:53][CH:52]=1)[CH3:46].